From a dataset of Catalyst prediction with 721,799 reactions and 888 catalyst types from USPTO. Predict which catalyst facilitates the given reaction. (1) Reactant: [Cl:1][C:2]1[N:10]=[C:9]([NH2:11])[N:8]=[C:7]2[C:3]=1[N:4]=[CH:5][N:6]2[CH2:12][C:13]1[CH:14]=[N:15][C:16]([CH3:28])=[C:17]([O:24]C(=O)C)[C:18]=1[CH2:19][O:20]C(=O)C.C([O-])([O-])=O.[K+].[K+]. Product: [Cl:1][C:2]1[N:10]=[C:9]([NH2:11])[N:8]=[C:7]2[C:3]=1[N:4]=[CH:5][N:6]2[CH2:12][C:13]1[CH:14]=[N:15][C:16]([CH3:28])=[C:17]([OH:24])[C:18]=1[CH2:19][OH:20]. The catalyst class is: 5. (2) Reactant: [CH3:1][CH:2]([CH3:43])[CH2:3][S:4]([N:7](S(CC(C)C)(=O)=O)[C:8]1[C:16]2[C:11](=[CH:12][CH:13]=[C:14]([CH:17]3[C:22]([C:23]#[N:24])=[C:21]([CH3:25])[NH:20][C:19]([CH3:26])=[C:18]3[C:27]#[N:28])[CH:15]=2)[N:10](C(OC(C)(C)C)=O)[N:9]=1)(=[O:6])=[O:5].FC(F)(F)C(O)=O. Product: [C:23]([C:22]1[CH:17]([C:14]2[CH:15]=[C:16]3[C:11](=[CH:12][CH:13]=2)[NH:10][N:9]=[C:8]3[NH:7][S:4]([CH2:3][CH:2]([CH3:43])[CH3:1])(=[O:6])=[O:5])[C:18]([C:27]#[N:28])=[C:19]([CH3:26])[NH:20][C:21]=1[CH3:25])#[N:24]. The catalyst class is: 4. (3) Reactant: C(N(CC)CC)C.[Cl:8][C:9]1[CH:17]=[CH:16][C:12]([C:13](O)=[O:14])=[CH:11][C:10]=1[NH:18][C:19]([C:21]1[C:32](=[O:33])[NH:31][C:24]2[N:25]=[C:26]([O:29][CH3:30])[N:27]=[CH:28][C:23]=2[CH:22]=1)=[O:20].CN(C(ON1N=NC2C=CC=NC1=2)=[N+](C)C)C.F[P-](F)(F)(F)(F)F.[NH2:58][C@H:59]([C:70]1[CH:75]=[CH:74][CH:73]=[CH:72][CH:71]=1)[CH2:60][CH2:61][NH:62][C:63](=[O:69])[O:64][C:65]([CH3:68])([CH3:67])[CH3:66]. Product: [Cl:8][C:9]1[CH:17]=[CH:16][C:12]([C:13]([NH:58][C@H:59]([C:70]2[CH:71]=[CH:72][CH:73]=[CH:74][CH:75]=2)[CH2:60][CH2:61][NH:62][C:63](=[O:69])[O:64][C:65]([CH3:68])([CH3:67])[CH3:66])=[O:14])=[CH:11][C:10]=1[NH:18][C:19]([C:21]1[C:32](=[O:33])[NH:31][C:24]2[N:25]=[C:26]([O:29][CH3:30])[N:27]=[CH:28][C:23]=2[CH:22]=1)=[O:20]. The catalyst class is: 3. (4) Reactant: [C:1]1([C:7]2[CH:11]=[CH:10][NH:9][C:8]=2[C:12]([O:14]CC)=[O:13])[CH:6]=[CH:5][CH:4]=[CH:3][CH:2]=1.O.[OH-].[Li+]. Product: [C:1]1([C:7]2[CH:11]=[CH:10][NH:9][C:8]=2[C:12]([OH:14])=[O:13])[CH:2]=[CH:3][CH:4]=[CH:5][CH:6]=1. The catalyst class is: 7. (5) Reactant: [CH2:1]([NH:8][C:9]([C:11]12[CH2:20][CH:15]3[CH2:16][CH:17]([CH2:19][C:13]([OH:21])([CH2:14]3)[CH2:12]1)[CH2:18]2)=[O:10])[C:2]1[CH:7]=[CH:6][CH:5]=[CH:4][CH:3]=1.[C:22]([N:26]=[C:27]=[O:28])([CH3:25])([CH3:24])[CH3:23].C[Si](Cl)(C)C. Product: [C:22]([NH:26][C:27]([O:21][C:13]12[CH2:19][CH:17]3[CH2:16][CH:15]([CH2:20][C:11]([C:9](=[O:10])[NH:8][CH2:1][C:2]4[CH:7]=[CH:6][CH:5]=[CH:4][CH:3]=4)([CH2:18]3)[CH2:12]1)[CH2:14]2)=[O:28])([CH3:25])([CH3:24])[CH3:23]. The catalyst class is: 2. (6) Reactant: [Cl:1][C:2]1[CH:11]=[CH:10][C:9]2[N:8]=[C:7]([CH2:12][CH2:13][CH2:14][CH2:15][C:16]#[N:17])[CH:6]=[CH:5][C:4]=2[C:3]=1[C:18]([NH:20][CH2:21][C:22]12[CH2:31][CH:26]3[CH2:27][CH:28]([CH2:30][CH:24]([CH2:25]3)[CH2:23]1)[CH2:29]2)=[O:19].[NH2:32][OH:33]. The catalyst class is: 8. Product: [NH2:17][C:16](=[N:32][OH:33])[CH2:15][CH2:14][CH2:13][CH2:12][C:7]1[CH:6]=[CH:5][C:4]2[C:3]([C:18]([NH:20][CH2:21][C:22]34[CH2:29][CH:28]5[CH2:27][CH:26]([CH2:25][CH:24]([CH2:30]5)[CH2:23]3)[CH2:31]4)=[O:19])=[C:2]([Cl:1])[CH:11]=[CH:10][C:9]=2[N:8]=1. (7) Reactant: [NH2:1][C:2]1[CH:3]=[CH:4][CH:5]=[C:6]2[C:10]=1[C:9](=[O:11])[N:8]([C@@H:12]([C:18]1[CH:23]=[CH:22][C:21]([O:24][CH3:25])=[C:20]([O:26][CH2:27][CH3:28])[CH:19]=1)[CH2:13][S:14]([CH3:17])(=[O:16])=[O:15])[CH2:7]2.[CH:29]1([C:32](Cl)=[O:33])[CH2:31][CH2:30]1.CO. Product: [CH:29]1([C:32]([NH:1][C:2]2[CH:3]=[CH:4][CH:5]=[C:6]3[C:10]=2[C:9](=[O:11])[N:8]([C@@H:12]([C:18]2[CH:23]=[CH:22][C:21]([O:24][CH3:25])=[C:20]([O:26][CH2:27][CH3:28])[CH:19]=2)[CH2:13][S:14]([CH3:17])(=[O:15])=[O:16])[CH2:7]3)=[O:33])[CH2:31][CH2:30]1. The catalyst class is: 7. (8) Reactant: [CH3:1][O:2][C:3](=[O:24])[CH2:4][CH2:5][C:6]1[CH:11]=[C:10]([CH:12]2[CH2:14][CH2:13]2)[C:9]([O:15][Si](C(C)(C)C)(C)C)=[CH:8][C:7]=1[CH3:23].[F-].C([N+](CCCC)(CCCC)CCCC)CCC. Product: [CH3:1][O:2][C:3](=[O:24])[CH2:4][CH2:5][C:6]1[CH:11]=[C:10]([CH:12]2[CH2:13][CH2:14]2)[C:9]([OH:15])=[CH:8][C:7]=1[CH3:23]. The catalyst class is: 1. (9) Reactant: [CH3:1][O:2][C:3]1[CH:4]=[C:5]2[C:10](=[CH:11][CH:12]=1)[C:9]([O:13][C:14]1[CH:19]=[CH:18][C:17]([O:20][CH2:21][CH2:22][N:23]3[CH2:28][CH2:27][CH2:26][CH2:25][CH2:24]3)=[CH:16][CH:15]=1)=[C:8](OS(C(F)(F)F)(=O)=O)[CH:7]=[CH:6]2.[F:37][C:38]1[CH:39]=[C:40](B(O)O)[CH:41]=[C:42]([F:45])[C:43]=1[F:44].[F-].[Cs+].C1(P(C2CCCCC2)C2CCCCC2)CCCCC1. Product: [CH3:1][O:2][C:3]1[CH:4]=[C:5]2[C:10](=[CH:11][CH:12]=1)[C:9]([O:13][C:14]1[CH:19]=[CH:18][C:17]([O:20][CH2:21][CH2:22][N:23]3[CH2:24][CH2:25][CH2:26][CH2:27][CH2:28]3)=[CH:16][CH:15]=1)=[C:8]([C:40]1[CH:39]=[C:38]([F:37])[C:43]([F:44])=[C:42]([F:45])[CH:41]=1)[CH:7]=[CH:6]2. The catalyst class is: 167.